Task: Predict the reaction yield, written as a fraction of the theoretical maximum amount of product (1.0 means a 100% yield; for example, 0.34 means a 34% yield).. Dataset: Reaction yield outcomes from USPTO patents with 853,638 reactions (1) The reactants are [CH3:1][NH:2][S:3]([CH2:6][CH2:7][CH2:8][CH2:9][C:10](O)=[O:11])(=[O:5])=[O:4].B.CO. The catalyst is C1COCC1. The product is [OH:11][CH2:10][CH2:9][CH2:8][CH2:7][CH2:6][S:3]([NH:2][CH3:1])(=[O:5])=[O:4]. The yield is 0.260. (2) The reactants are [F:1][C:2]1[CH:7]=[C:6]([OH:8])[C:5]([F:9])=[CH:4][C:3]=1[NH:10][C:11]([C:13]1[C:14](=[O:26])[N:15]([C:20]2[CH:25]=[CH:24][CH:23]=[CH:22][CH:21]=2)[N:16]([CH3:19])[C:17]=1[CH3:18])=[O:12].CC([O-])(C)C.[K+].[Cl:33][C:34]1[C:35]([C:41]([NH2:43])=[O:42])=[N:36][CH:37]=[CH:38][C:39]=1Cl. The catalyst is CN(C=O)C. The product is [Cl:33][C:34]1[C:35]([C:41]([NH2:43])=[O:42])=[N:36][CH:37]=[CH:38][C:39]=1[O:8][C:6]1[CH:7]=[C:2]([F:1])[C:3]([NH:10][C:11]([C:13]2[C:14](=[O:26])[N:15]([C:20]3[CH:21]=[CH:22][CH:23]=[CH:24][CH:25]=3)[N:16]([CH3:19])[C:17]=2[CH3:18])=[O:12])=[CH:4][C:5]=1[F:9]. The yield is 0.600. (3) The reactants are [NH2:1][C:2]([N:4]([CH2:17][C:18]([O:20]CC)=O)[C@@H:5]([C:13]([CH3:16])([CH3:15])[CH3:14])[C:6]([O:8][C:9]([CH3:12])([CH3:11])[CH3:10])=[O:7])=[O:3].C(N(CC)CC)C. The catalyst is CO. The product is [O:3]=[C:2]1[NH:1][C:18](=[O:20])[CH2:17][N:4]1[C@@H:5]([C:13]([CH3:16])([CH3:15])[CH3:14])[C:6]([O:8][C:9]([CH3:12])([CH3:11])[CH3:10])=[O:7]. The yield is 0.850. (4) The reactants are [CH2:1]([O:3][C:4]([C:6]1[S:10][C:9]2=[CH:11][N:12]=[CH:13][N:8]2[CH:7]=1)=[O:5])[CH3:2].[C:14](Cl)(=[O:21])[C:15]1[CH:20]=[CH:19][CH:18]=[N:17][CH:16]=1.C(=O)([O-])O.[Na+]. The catalyst is ClCCCl.[Ti](Cl)(Cl)(Cl)Cl. The product is [CH2:1]([O:3][C:4]([C:6]1[S:10][C:9]2=[C:11]([C:14]([C:15]3[CH:16]=[N:17][CH:18]=[CH:19][CH:20]=3)=[O:21])[N:12]=[CH:13][N:8]2[CH:7]=1)=[O:5])[CH3:2]. The yield is 0.770. (5) The reactants are [Br:1][C:2]1[CH:3]=[C:4]([CH:7]=O)[S:5][CH:6]=1.[CH3:9][O:10][C:11](=[O:27])[CH2:12]P(OCC(F)(F)F)(OCC(F)(F)F)=O. No catalyst specified. The product is [CH3:9][O:10][C:11](=[O:27])[CH:12]=[CH:7][C:4]1[S:5][CH:6]=[C:2]([Br:1])[CH:3]=1. The yield is 0.780. (6) The reactants are C(OC(=O)[NH:7][C:8]1[CH:9]=[N:10][CH:11]=[CH:12][C:13]=1[C:14]1[C:15]2[O:24][C:23]([CH2:25][N:26]3[CH2:31][CH2:30][N:29]([S:32]([CH3:35])(=[O:34])=[O:33])[CH2:28][CH2:27]3)=[CH:22][C:16]=2[C:17](=[O:21])[N:18]([CH3:20])[CH:19]=1)(C)(C)C.C(O)(C(F)(F)F)=O. The catalyst is C(Cl)Cl. The product is [NH2:7][C:8]1[CH:9]=[N:10][CH:11]=[CH:12][C:13]=1[C:14]1[C:15]2[O:24][C:23]([CH2:25][N:26]3[CH2:27][CH2:28][N:29]([S:32]([CH3:35])(=[O:34])=[O:33])[CH2:30][CH2:31]3)=[CH:22][C:16]=2[C:17](=[O:21])[N:18]([CH3:20])[CH:19]=1. The yield is 0.970. (7) The reactants are [Cl:1][C:2]1[C:3]2[N:4]([C:8]([C:19](=O)[C:20]#[CH:21])=[C:9]([C:11]3[CH:16]=[CH:15][CH:14]=[C:13]([O:17][CH3:18])[CH:12]=3)[N:10]=2)[CH:5]=[CH:6][CH:7]=1.[N+]([O-])([O-])=O.[C:27]1([NH:33][C:34]([NH2:36])=[NH2+:35])[CH:32]=[CH:31][CH:30]=[CH:29][CH:28]=1.C(=O)([O-])[O-].[K+].[K+].O. The catalyst is CN1CCCC1=O.CCOCC. The product is [Cl:1][C:2]1[C:3]2[N:4]([C:8]([C:19]3[CH:20]=[CH:21][N:36]=[C:34]([NH:33][C:27]4[CH:32]=[CH:31][CH:30]=[CH:29][CH:28]=4)[N:35]=3)=[C:9]([C:11]3[CH:16]=[CH:15][CH:14]=[C:13]([O:17][CH3:18])[CH:12]=3)[N:10]=2)[CH:5]=[CH:6][CH:7]=1. The yield is 0.500.